Task: Predict the product of the given reaction.. Dataset: Forward reaction prediction with 1.9M reactions from USPTO patents (1976-2016) Given the reactants C(O[C:4]([N:6]1[CH2:27][CH2:26][C:9]2[N:10]([CH3:25])[C:11]3[C:12]([NH:17][C:18]4[CH:23]=[CH:22][C:21]([CH3:24])=[CH:20][CH:19]=4)=[CH:13][CH:14]=[CH:15][C:16]=3[C:8]=2[CH2:7]1)=O)C.[H-].[H-].[H-].[H-].[Li+].[Al+3], predict the reaction product. The product is: [CH3:4][N:6]1[CH2:27][CH2:26][C:9]2[N:10]([CH3:25])[C:11]3[C:16]([C:8]=2[CH2:7]1)=[CH:15][CH:14]=[CH:13][C:12]=3[NH:17][C:18]1[CH:23]=[CH:22][C:21]([CH3:24])=[CH:20][CH:19]=1.